Dataset: Catalyst prediction with 721,799 reactions and 888 catalyst types from USPTO. Task: Predict which catalyst facilitates the given reaction. (1) Reactant: Cl[C:2]1[C:7]([N+:8]([O-:10])=[O:9])=[CH:6][N:5]=[C:4]2[CH:11]=[CH:12][S:13][C:3]=12.FC(F)(F)C(O)=O.[NH2:21][C@H:22]1[CH2:26][CH2:25][C@@H:24]([C:27]([O:29][CH2:30][CH3:31])=[O:28])[CH2:23]1.C(N(CC)C(C)C)(C)C. Product: [N+:8]([C:7]1[C:2]([NH:21][C@H:22]2[CH2:26][CH2:25][C@@H:24]([C:27]([O:29][CH2:30][CH3:31])=[O:28])[CH2:23]2)=[C:3]2[S:13][CH:12]=[CH:11][C:4]2=[N:5][CH:6]=1)([O-:10])=[O:9]. The catalyst class is: 32. (2) Reactant: [CH3:1][C:2]1([CH3:18])[CH2:7][CH2:6][C:5]([C:8]2[C:9]3[N:10]([N:14]=[C:15]([NH2:17])[N:16]=3)[CH:11]=[CH:12][CH:13]=2)=[CH:4][CH2:3]1. Product: [CH3:1][C:2]1([CH3:18])[CH2:3][CH2:4][CH:5]([C:8]2[C:9]3[N:10]([N:14]=[C:15]([NH2:17])[N:16]=3)[CH:11]=[CH:12][CH:13]=2)[CH2:6][CH2:7]1. The catalyst class is: 19. (3) Reactant: [OH:1][C:2]1[CH:38]=[CH:37][C:5]([C:6]([N:8]([CH:34]([CH3:36])[CH3:35])[C:9]2[CH:14]=[C:13]([O:15][CH3:16])[CH:12]=[CH:11][C:10]=2[CH:17]2[CH2:26][CH2:25][C:24]3[CH:23]=[C:22]([O:27]C(=O)C(C)(C)C)[CH:21]=[CH:20][C:19]=3[CH2:18]2)=O)=[CH:4][CH:3]=1.Cl[CH2:40][C:41]([NH:43][CH:44]1[CH2:46][CH2:45]1)=O.C(=O)([O-])[O-].[Cs+].[Cs+].[I-].[K+].B.O1CCCC1.Cl.[OH-].[Na+]. Product: [CH:44]1([NH:43][CH2:41][CH2:40][O:1][C:2]2[CH:3]=[CH:4][C:5]([CH2:6][N:8]([CH:34]([CH3:36])[CH3:35])[C:9]3[CH:14]=[C:13]([O:15][CH3:16])[CH:12]=[CH:11][C:10]=3[CH:17]3[CH2:26][CH2:25][C:24]4[CH:23]=[C:22]([OH:27])[CH:21]=[CH:20][C:19]=4[CH2:18]3)=[CH:37][CH:38]=2)[CH2:46][CH2:45]1. The catalyst class is: 132. (4) Reactant: [O:1]1[CH2:6][CH2:5][CH2:4][CH2:3][CH:2]1[O:7][NH:8][C:9]([C:11]1[CH:12]=[C:13]2[C:18](=[CH:19][CH:20]=1)[CH2:17][NH:16][CH2:15][CH2:14]2)=[O:10].[CH:21]1([C:25](O)=[O:26])[CH2:24][CH2:23][CH2:22]1.C1C=CC2N(O)N=NC=2C=1.C(Cl)CCl. Product: [CH:21]1([C:25]([N:16]2[CH2:15][CH2:14][C:13]3[C:18](=[CH:19][CH:20]=[C:11]([C:9]([NH:8][O:7][CH:2]4[CH2:3][CH2:4][CH2:5][CH2:6][O:1]4)=[O:10])[CH:12]=3)[CH2:17]2)=[O:26])[CH2:24][CH2:23][CH2:22]1. The catalyst class is: 338. (5) Reactant: [H-].[Al+3].[Li+].[H-].[H-].[H-].C[O:8][C:9]([C:11]1[C:12]([C:24]2[CH:29]=[CH:28][C:27]([O:30][CH2:31][O:32][CH3:33])=[CH:26][C:25]=2[O:34][CH3:35])=[CH:13][CH:14]=[C:15]2[C:20]=1[NH:19][C:18](=[O:21])[C:17]([CH3:23])([CH3:22])[NH:16]2)=O.Cl. Product: [OH:8][CH2:9][C:11]1[C:12]([C:24]2[CH:29]=[CH:28][C:27]([O:30][CH2:31][O:32][CH3:33])=[CH:26][C:25]=2[O:34][CH3:35])=[CH:13][CH:14]=[C:15]2[C:20]=1[NH:19][C:18](=[O:21])[C:17]([CH3:22])([CH3:23])[NH:16]2. The catalyst class is: 253. (6) Reactant: Br[C:2]1[C:10]2[C:9]3[CH:11]=[CH:12][CH:13]=[CH:14][C:8]=3[O:7][C:6]=2[CH:5]=[CH:4][CH:3]=1.[NH:15]1[CH:19]=[CH:18][CH:17]=[N:16]1.C(=NO)C1C(=CC=CC=1)O.C(=O)([O-])[O-].[Cs+].[Cs+]. Product: [NH:15]1[CH:19]=[CH:18][C:17]([C:2]2[C:10]3[C:9]4[CH:11]=[CH:12][CH:13]=[CH:14][C:8]=4[O:7][C:6]=3[CH:5]=[CH:4][CH:3]=2)=[N:16]1. The catalyst class is: 3.